Dataset: Forward reaction prediction with 1.9M reactions from USPTO patents (1976-2016). Task: Predict the product of the given reaction. Given the reactants [Cl:1][C:2]1[CH:7]=[CH:6][C:5]([N:8]2[C:14](=[O:15])[CH:13](CC)[C:12]3=[N:18][N:19]=[C:20]([CH3:21])[N:11]3[C:10]3[CH:22]=[CH:23][CH:24]=[CH:25][C:9]2=3)=[CH:4][CH:3]=1, predict the reaction product. The product is: [Cl:1][C:2]1[CH:7]=[CH:6][C:5]([N:8]2[C:14](=[O:15])[CH2:13][C:12]3=[N:18][N:19]=[C:20]([CH3:21])[N:11]3[C:10]3[CH:22]=[CH:23][CH:24]=[CH:25][C:9]2=3)=[CH:4][CH:3]=1.